From a dataset of Full USPTO retrosynthesis dataset with 1.9M reactions from patents (1976-2016). Predict the reactants needed to synthesize the given product. (1) Given the product [SH:17][C:14]1[CH:15]=[C:16]2[C:11]([CH2:10][CH2:9][NH:8][C:7]2=[O:6])=[CH:12][CH:13]=1, predict the reactants needed to synthesize it. The reactants are: Cl[Si](Cl)(C)C.[O:6]=[C:7]1[C:16]2[C:11](=[CH:12][CH:13]=[C:14]([S:17](Cl)(=O)=O)[CH:15]=2)[CH2:10][CH2:9][NH:8]1.CN1CCN(C)C1=O. (2) Given the product [ClH:1].[Cl:1][C:2]1[CH:3]=[C:4]([NH:9][C:10]2[C:19]3[C:14](=[CH:15][C:16]([O:22][CH2:23][C:24]4[N:25]=[C:26]([CH:29]5[CH2:34][CH2:33][N:32]([CH3:35])[CH2:31][CH2:30]5)[S:27][CH:28]=4)=[C:17]([O:20][CH3:21])[CH:18]=3)[N:13]=[CH:12][N:11]=2)[CH:5]=[CH:6][C:7]=1[Cl:8], predict the reactants needed to synthesize it. The reactants are: [Cl:1][C:2]1[CH:3]=[C:4]([NH:9][C:10]2[C:19]3[C:14](=[CH:15][C:16]([O:22][CH2:23][C:24]4[N:25]=[C:26]([CH:29]5[CH2:34][CH2:33][NH:32][CH2:31][CH2:30]5)[S:27][CH:28]=4)=[C:17]([O:20][CH3:21])[CH:18]=3)[N:13]=[CH:12][N:11]=2)[CH:5]=[CH:6][C:7]=1[Cl:8].[CH2:35]=O.